Dataset: Forward reaction prediction with 1.9M reactions from USPTO patents (1976-2016). Task: Predict the product of the given reaction. (1) Given the reactants [C:1]([O:5][C:6]([NH:8][C@@H:9]([CH2:13][C:14]1[CH:19]=[CH:18][C:17]([CH:20]2[S:24](=[O:26])(=[O:25])[N:23]([C:27]([CH3:30])([CH3:29])[CH3:28])[C:22](=[O:31])[CH2:21]2)=[CH:16][CH:15]=1)[C:10]([OH:12])=O)=[O:7])([CH3:4])([CH3:3])[CH3:2].F[P-](F)(F)(F)(F)F.C[N+](C)=C(N(C)C)ON1C2N=CC=CC=2N=N1.C(N(CC)C(C)C)(C)C.[C:65]1([NH2:72])[C:66]([NH2:71])=[CH:67][CH:68]=[CH:69][CH:70]=1, predict the reaction product. The product is: [NH2:71][C:66]1[CH:67]=[CH:68][CH:69]=[CH:70][C:65]=1[NH:72][C:10](=[O:12])[C@@H:9]([NH:8][C:6](=[O:7])[O:5][C:1]([CH3:2])([CH3:4])[CH3:3])[CH2:13][C:14]1[CH:19]=[CH:18][C:17]([CH:20]2[S:24](=[O:26])(=[O:25])[N:23]([C:27]([CH3:29])([CH3:28])[CH3:30])[C:22](=[O:31])[CH2:21]2)=[CH:16][CH:15]=1. (2) Given the reactants [C:1]([O:5][C:6]([N:8]1[C:16]2[C:11](=[CH:12][C:13]([Cl:17])=[CH:14][CH:15]=2)[CH2:10][CH:9]1[C:18](O)=[O:19])=[O:7])([CH3:4])([CH3:3])[CH3:2].Cl, predict the reaction product. The product is: [Cl:17][C:13]1[CH:12]=[C:11]2[C:16](=[CH:15][CH:14]=1)[N:8]([C:6]([O:5][C:1]([CH3:2])([CH3:3])[CH3:4])=[O:7])[CH:9]([CH2:18][OH:19])[CH2:10]2. (3) Given the reactants C(O)(C(F)(F)F)=O.[Cl:8][C:9]([F:53])([F:52])[O:10][C:11]1[CH:16]=[CH:15][C:14]([NH:17][C:18]([C:20]2[CH:21]=[C:22]([C:41]3[N:45](C4CCCCO4)[N:44]=[CH:43][CH:42]=3)[C:23]([N:26]3[CH2:30][CH2:29][C:28]([CH2:32][NH:33]C(=O)OC(C)(C)C)([OH:31])[CH2:27]3)=[N:24][CH:25]=2)=[O:19])=[CH:13][CH:12]=1, predict the reaction product. The product is: [NH2:33][CH2:32][C:28]1([OH:31])[CH2:29][CH2:30][N:26]([C:23]2[C:22]([C:41]3[NH:45][N:44]=[CH:43][CH:42]=3)=[CH:21][C:20]([C:18]([NH:17][C:14]3[CH:13]=[CH:12][C:11]([O:10][C:9]([Cl:8])([F:52])[F:53])=[CH:16][CH:15]=3)=[O:19])=[CH:25][N:24]=2)[CH2:27]1.